The task is: Predict the reactants needed to synthesize the given product.. This data is from Full USPTO retrosynthesis dataset with 1.9M reactions from patents (1976-2016). Given the product [C:17]1([CH2:16][O:15][C:13]([N:1]2[CH2:5][CH2:4][CH:3]([C:6]([OH:8])=[O:7])[NH:2]2)=[O:14])[CH:22]=[CH:21][CH:20]=[CH:19][CH:18]=1, predict the reactants needed to synthesize it. The reactants are: [N:1]1([C:13]([O:15][CH2:16][C:17]2[CH:22]=[CH:21][CH:20]=[CH:19][CH:18]=2)=[O:14])[CH2:5][CH2:4][CH:3]([C:6]([O:8]C(C)(C)C)=[O:7])[NH:2]1.Cl.CCOCC.